This data is from Reaction yield outcomes from USPTO patents with 853,638 reactions. The task is: Predict the reaction yield, written as a fraction of the theoretical maximum amount of product (1.0 means a 100% yield; for example, 0.34 means a 34% yield). (1) The reactants are [NH2:1][C:2]1[CH:3]=[C:4]2[C:8](=[CH:9][CH:10]=1)[NH:7][CH:6]=[C:5]2[CH:11]1[CH2:16][CH2:15][CH2:14][CH:13]([N:17]([CH2:25][CH3:26])[C:18](=[O:24])[O:19][C:20]([CH3:23])([CH3:22])[CH3:21])[CH2:12]1.I.[S:28]1[CH:32]=[CH:31][CH:30]=[C:29]1[C:33](SC)=[NH:34]. The catalyst is CCO. The product is [CH2:25]([N:17]([CH:13]1[CH2:14][CH2:15][CH2:16][CH:11]([C:5]2[C:4]3[C:8](=[CH:9][CH:10]=[C:2]([NH:1][C:33]([C:29]4[S:28][CH:32]=[CH:31][CH:30]=4)=[NH:34])[CH:3]=3)[NH:7][CH:6]=2)[CH2:12]1)[C:18](=[O:24])[O:19][C:20]([CH3:21])([CH3:22])[CH3:23])[CH3:26]. The yield is 0.780. (2) The reactants are [Cl:1][C:2]1[CH:7]=[CH:6][C:5]([CH3:8])=[CH:4][C:3]=1[OH:9].CI.[C:12]([O-])([O-])=O.[K+].[K+]. The catalyst is CC#N. The product is [Cl:1][C:2]1[CH:7]=[CH:6][C:5]([CH3:8])=[CH:4][C:3]=1[O:9][CH3:12]. The yield is 0.890. (3) The reactants are Br[C:2]1[C:10]2[O:9][C:8]([C:11]3[CH:16]=[CH:15][C:14]([OH:17])=[CH:13][CH:12]=3)=[N:7][C:6]=2[CH:5]=[C:4]([OH:18])[CH:3]=1.C[O-].[Na+].[C:22](OCC)(=[O:24])C. The catalyst is CN(C)C=O.Cl.[Cu]Br. The product is [OH:17][C:14]1[CH:15]=[CH:16][C:11]([C:8]2[O:9][C:10]3[C:2]([O:24][CH3:22])=[CH:3][C:4]([OH:18])=[CH:5][C:6]=3[N:7]=2)=[CH:12][CH:13]=1. The yield is 0.600. (4) The reactants are [CH3:1][C:2]([CH3:29])([CH3:28])[CH2:3][O:4][C:5]1([C:8]2[CH:13]=[CH:12][C:11]([C:14]#[C:15][C:16]3[CH:26]=[CH:25][C:19]([C:20]([O:22]CC)=[O:21])=[CH:18][CH:17]=3)=[CH:10][C:9]=2[CH3:27])[CH2:7][CH2:6]1.[OH-].[Na+]. The catalyst is C(O)C.O1CCCC1. The product is [CH3:1][C:2]([CH3:29])([CH3:28])[CH2:3][O:4][C:5]1([C:8]2[CH:13]=[CH:12][C:11]([C:14]#[C:15][C:16]3[CH:17]=[CH:18][C:19]([C:20]([OH:22])=[O:21])=[CH:25][CH:26]=3)=[CH:10][C:9]=2[CH3:27])[CH2:7][CH2:6]1. The yield is 0.430. (5) The reactants are [F:1][C:2]1[CH:7]=[CH:6][C:5]([S:8]([N:11]2[CH2:16][CH2:15][CH:14]([C:17](=[O:22])N(C)OC)[CH2:13][CH2:12]2)(=[O:10])=[O:9])=[CH:4][CH:3]=1.[F:23][C:24]1[CH:25]=[C:26]([Mg]Br)[CH:27]=[CH:28][CH:29]=1. The yield is 0.200. The catalyst is C1COCC1. The product is [F:1][C:2]1[CH:7]=[CH:6][C:5]([S:8]([N:11]2[CH2:16][CH2:15][CH:14]([C:17](=[O:22])[C:28]3[CH:27]=[CH:26][CH:25]=[C:24]([F:23])[CH:29]=3)[CH2:13][CH2:12]2)(=[O:10])=[O:9])=[CH:4][CH:3]=1. (6) The reactants are [O:1]1[C:5]2[CH:6]=[CH:7][C:8]([C:10]3([C:13]([NH:15][C:16]4[CH:17]=[C:18]5[C:22](=[CH:23][CH:24]=4)[NH:21][C:20]([C:25]([O:27]CC)=[O:26])=[CH:19]5)=[O:14])[CH2:12][CH2:11]3)=[CH:9][C:4]=2[O:3][CH2:2]1.[Li+].[OH-].Cl. The catalyst is O.O1CCOCC1. The product is [O:1]1[C:5]2[CH:6]=[CH:7][C:8]([C:10]3([C:13]([NH:15][C:16]4[CH:17]=[C:18]5[C:22](=[CH:23][CH:24]=4)[NH:21][C:20]([C:25]([OH:27])=[O:26])=[CH:19]5)=[O:14])[CH2:12][CH2:11]3)=[CH:9][C:4]=2[O:3][CH2:2]1. The yield is 0.830.